Dataset: Full USPTO retrosynthesis dataset with 1.9M reactions from patents (1976-2016). Task: Predict the reactants needed to synthesize the given product. (1) Given the product [F:1][C:2]1[CH:3]=[C:4]([C:8]2[N:28]=[C:11]3[CH:12]=[C:13]([NH:16][C:17]([C:19]4[N:23]([CH3:24])[N:22]=[CH:21][C:20]=4[C:25]([N:34]4[CH2:35][CH:32]([O:31][CH3:30])[CH2:33]4)=[O:27])=[O:18])[CH:14]=[CH:15][N:10]3[N:9]=2)[CH:5]=[CH:6][CH:7]=1, predict the reactants needed to synthesize it. The reactants are: [F:1][C:2]1[CH:3]=[C:4]([C:8]2[N:28]=[C:11]3[CH:12]=[C:13]([NH:16][C:17]([C:19]4[N:23]([CH3:24])[N:22]=[CH:21][C:20]=4[C:25]([OH:27])=O)=[O:18])[CH:14]=[CH:15][N:10]3[N:9]=2)[CH:5]=[CH:6][CH:7]=1.Cl.[CH3:30][O:31][CH:32]1[CH2:35][NH:34][CH2:33]1. (2) The reactants are: CC(C)=O.[Cl:5][C:6]1[CH:15]=[C:14]2[C:9]([C:10]([C:32]3[CH:33]=[C:34](/[CH:38]=[CH:39]/[C:40]([OH:42])=[O:41])[CH:35]=[CH:36][CH:37]=3)=[C:11]([CH2:17][C:18]([NH:20][C:21]3[CH:26]=[CH:25][C:24]([F:27])=[CH:23][C:22]=3[C:28]([F:31])([F:30])[F:29])=[O:19])[C:12](=[O:16])[O:13]2)=[CH:8][C:7]=1[CH3:43].[OH-].[Na+:45]. Given the product [Cl:5][C:6]1[CH:15]=[C:14]2[C:9]([C:10]([C:32]3[CH:33]=[C:34](/[CH:38]=[CH:39]/[C:40]([O-:42])=[O:41])[CH:35]=[CH:36][CH:37]=3)=[C:11]([CH2:17][C:18]([NH:20][C:21]3[CH:26]=[CH:25][C:24]([F:27])=[CH:23][C:22]=3[C:28]([F:29])([F:31])[F:30])=[O:19])[C:12](=[O:16])[O:13]2)=[CH:8][C:7]=1[CH3:43].[Na+:45], predict the reactants needed to synthesize it. (3) Given the product [C:1]([C:5]1[CH:9]=[C:8]([NH:10][C:11](=[O:36])[NH:12][C:13]2[C:22]3[C:17](=[CH:18][CH:19]=[CH:20][CH:21]=3)[C:16]([O:23][CH2:24][C:25]3[CH:30]=[CH:29][N:28]=[C:27]([NH:31][C:32](=[O:35])[CH2:33][N:60]4[CH2:61][CH2:62][N:57]([CH2:56][CH2:55][O:54][CH3:53])[CH2:58][CH2:59]4)[CH:26]=3)=[CH:15][CH:14]=2)[N:7]([C:37]2[CH:42]=[CH:41][C:40]([CH3:43])=[CH:39][CH:38]=2)[N:6]=1)([CH3:4])([CH3:3])[CH3:2], predict the reactants needed to synthesize it. The reactants are: [C:1]([C:5]1[CH:9]=[C:8]([NH:10][C:11](=[O:36])[NH:12][C:13]2[C:22]3[C:17](=[CH:18][CH:19]=[CH:20][CH:21]=3)[C:16]([O:23][CH2:24][C:25]3[CH:30]=[CH:29][N:28]=[C:27]([NH:31][C:32](=[O:35])[CH2:33]Cl)[CH:26]=3)=[CH:15][CH:14]=2)[N:7]([C:37]2[CH:42]=[CH:41][C:40]([CH3:43])=[CH:39][CH:38]=2)[N:6]=1)([CH3:4])([CH3:3])[CH3:2].CCN(C(C)C)C(C)C.[CH3:53][O:54][CH2:55][CH2:56][N:57]1[CH2:62][CH2:61][NH:60][CH2:59][CH2:58]1. (4) Given the product [CH3:1][C:2]1[N:3]=[CH:4][N:5]([C:8]2[CH:13]=[C:12]([C:14]([F:16])([F:17])[F:15])[CH:11]=[C:10]([N+:18]([O-:20])=[O:19])[CH:9]=2)[CH:6]=1, predict the reactants needed to synthesize it. The reactants are: [CH3:1][C:2]1[N:3]=[CH:4][NH:5][CH:6]=1.F[C:8]1[CH:13]=[C:12]([C:14]([F:17])([F:16])[F:15])[CH:11]=[C:10]([N+:18]([O-:20])=[O:19])[CH:9]=1.C([O-])([O-])=O.[Cs+].[Cs+]. (5) Given the product [F:1][C:2]1[C:10]([F:11])=[CH:9][C:5]([C:6]([NH:52][C:48]([CH3:49])([C:50]#[CH:51])[CH3:47])=[O:8])=[C:4]([NH:12][CH2:13][CH:14]([CH3:16])[CH3:15])[CH:3]=1, predict the reactants needed to synthesize it. The reactants are: [F:1][C:2]1[C:10]([F:11])=[CH:9][C:5]([C:6]([OH:8])=O)=[C:4]([NH:12][CH2:13][CH:14]([CH3:16])[CH3:15])[CH:3]=1.CCN=C=NCCCN(C)C.C1C=CC2N(O)N=NC=2C=1.CCN(C(C)C)C(C)C.[CH3:47][C:48]([NH2:52])([C:50]#[CH:51])[CH3:49]. (6) Given the product [CH3:1][N:2]1[CH:6]([C:7]([OH:9])=[O:8])[CH2:5][N:4]([C:14]2[CH:19]=[N:18][CH:17]=[N:16][CH:15]=2)[C:3]1=[O:20], predict the reactants needed to synthesize it. The reactants are: [CH3:1][N:2]1[CH:6]([C:7]([O:9]C(C)(C)C)=[O:8])[CH2:5][N:4]([C:14]2[CH:15]=[N:16][CH:17]=[N:18][CH:19]=2)[C:3]1=[O:20]. (7) Given the product [F:23][C:24]1[C:33]2[C:28](=[CH:29][CH:30]=[CH:31][CH:32]=2)[C:27]([C:34]([NH:1][CH:2]([CH2:15][C:16]2[CH:17]=[CH:18][C:19]([F:22])=[CH:20][CH:21]=2)[CH:3]([OH:4])[C:5]2[CH:10]=[CH:9][C:8]([C:11]([F:12])([F:13])[F:14])=[CH:7][CH:6]=2)=[O:35])=[CH:26][CH:25]=1, predict the reactants needed to synthesize it. The reactants are: [NH2:1][CH:2]([CH2:15][C:16]1[CH:21]=[CH:20][C:19]([F:22])=[CH:18][CH:17]=1)[CH:3]([C:5]1[CH:10]=[CH:9][C:8]([C:11]([F:14])([F:13])[F:12])=[CH:7][CH:6]=1)[OH:4].[F:23][C:24]1[C:33]2[C:28](=[CH:29][CH:30]=[CH:31][CH:32]=2)[C:27]([C:34](O)=[O:35])=[CH:26][CH:25]=1.Cl.C(N=C=NCCCN(C)C)C.ON1C2C=CC=CC=2N=N1.